From a dataset of Reaction yield outcomes from USPTO patents with 853,638 reactions. Predict the reaction yield, written as a fraction of the theoretical maximum amount of product (1.0 means a 100% yield; for example, 0.34 means a 34% yield). The reactants are [Cl:1][C:2]1[CH:7]=[C:6]([O:8][CH3:9])[C:5]([CH:10]=[CH2:11])=[CH:4][C:3]=1[C:12]1[CH:17]=[C:16]([Cl:18])[CH:15]=[CH:14][C:13]=1[Cl:19].[OH2:20]. The catalyst is CN(C=O)C.Cl[Pd]Cl. The product is [Cl:19][C:13]1[CH:14]=[CH:15][C:16]([Cl:18])=[CH:17][C:12]=1[C:3]1[C:2]([Cl:1])=[CH:7][C:6]([O:8][CH3:9])=[C:5]([CH2:10][CH:11]=[O:20])[CH:4]=1. The yield is 0.290.